From a dataset of Catalyst prediction with 721,799 reactions and 888 catalyst types from USPTO. Predict which catalyst facilitates the given reaction. Reactant: [CH3:1][C:2]1[C:7]([CH3:8])=[CH:6][CH:5]=[CH:4][C:3]=1/[CH:9]=[CH:10]/[C:11]1[CH:23]=[CH:22][C:14]([C:15]([O:17]C(C)(C)C)=[O:16])=[C:13]([NH:24][C:25]2[CH:30]=[CH:29][C:28]([F:31])=[CH:27][CH:26]=2)[CH:12]=1.C(OCC)(=O)C. Product: [CH3:1][C:2]1[C:7]([CH3:8])=[CH:6][CH:5]=[CH:4][C:3]=1[CH2:9][CH2:10][C:11]1[CH:23]=[CH:22][C:14]([C:15]([OH:17])=[O:16])=[C:13]([NH:24][C:25]2[CH:30]=[CH:29][C:28]([F:31])=[CH:27][CH:26]=2)[CH:12]=1. The catalyst class is: 352.